Dataset: Full USPTO retrosynthesis dataset with 1.9M reactions from patents (1976-2016). Task: Predict the reactants needed to synthesize the given product. (1) Given the product [CH3:22][C:23]([NH:24][C:14]([C:12]1[CH:11]=[CH:10][C:9]([CH:17]2[CH2:21][CH2:20][CH2:19][O:18]2)=[C:8]([C:4]2[CH:5]=[CH:6][CH:7]=[C:2]([Cl:1])[CH:3]=2)[N:13]=1)=[O:16])([C:25]1[N:29]=[C:28]([CH3:30])[O:27][N:26]=1)[CH3:31], predict the reactants needed to synthesize it. The reactants are: [Cl:1][C:2]1[CH:3]=[C:4]([C:8]2[N:13]=[C:12]([C:14]([OH:16])=O)[CH:11]=[CH:10][C:9]=2[CH:17]2[CH2:21][CH2:20][CH2:19][O:18]2)[CH:5]=[CH:6][CH:7]=1.[CH3:22][C:23]([CH3:31])([C:25]1[N:29]=[C:28]([CH3:30])[O:27][N:26]=1)[NH2:24]. (2) Given the product [C:18]([O:22][C:23]([NH:4][CH:5]1[CH:9]([OH:10])[CH2:8][N:7]([C:11]([O:13][C:14]([CH3:17])([CH3:16])[CH3:15])=[O:12])[CH2:6]1)=[O:24])([CH3:21])([CH3:20])[CH3:19], predict the reactants needed to synthesize it. The reactants are: ClCCl.[NH2:4][C@H:5]1[C@H:9]([OH:10])[CH2:8][N:7]([C:11]([O:13][C:14]([CH3:17])([CH3:16])[CH3:15])=[O:12])[CH2:6]1.[C:18]([O:22][C:23](O[C:23]([O:22][C:18]([CH3:21])([CH3:20])[CH3:19])=[O:24])=[O:24])([CH3:21])([CH3:20])[CH3:19]. (3) The reactants are: C(O[C:6]([N:8](C)[C:9]1[N:14]=[C:13]([CH2:15][CH2:16][O:17][C:18]2[CH:40]=[CH:39][C:21]([CH2:22][C@@H:23]([C:35]([O:37][CH3:38])=[O:36])[NH:24][C:25](=[O:34])[C:26]3[C:31]([Cl:32])=[CH:30][CH:29]=[CH:28][C:27]=3[Cl:33])=[CH:20][C:19]=2[F:41])[CH:12]=[CH:11][CH:10]=1)=O)(C)(C)C.Cl. Given the product [ClH:32].[Cl:33][C:27]1[CH:28]=[CH:29][CH:30]=[C:31]([Cl:32])[C:26]=1[C:25]([NH:24][C@H:23]([C:35]([O:37][CH3:38])=[O:36])[CH2:22][C:21]1[CH:39]=[CH:40][C:18]([O:17][CH2:16][CH2:15][C:13]2[CH:12]=[CH:11][CH:10]=[C:9]([NH:8][CH3:6])[N:14]=2)=[C:19]([F:41])[CH:20]=1)=[O:34], predict the reactants needed to synthesize it. (4) Given the product [Si:6]([O:42][CH2:41][CH2:40][NH:39][C:36]1[CH:37]=[CH:38][C:33]([N:26]2[CH2:25][C:24]3[C:28](=[CH:29][CH:30]=[CH:31][C:23]=3[NH:22][C:20]([C:18]3[S:19][C:15]([Cl:14])=[CH:16][CH:17]=3)=[O:21])[C:27]2=[O:32])=[CH:34][CH:35]=1)([C:9]([CH3:12])([CH3:11])[CH3:10])([CH3:8])[CH3:7], predict the reactants needed to synthesize it. The reactants are: N1C=CN=C1.[Si:6](Cl)([C:9]([CH3:12])([CH3:11])[CH3:10])([CH3:8])[CH3:7].[Cl:14][C:15]1[S:19][C:18]([C:20]([NH:22][C:23]2[CH:31]=[CH:30][CH:29]=[C:28]3[C:24]=2[CH2:25][N:26]([C:33]2[CH:38]=[CH:37][C:36]([NH:39][CH2:40][CH2:41][OH:42])=[CH:35][CH:34]=2)[C:27]3=[O:32])=[O:21])=[CH:17][CH:16]=1.C(#N)C.O.